This data is from Full USPTO retrosynthesis dataset with 1.9M reactions from patents (1976-2016). The task is: Predict the reactants needed to synthesize the given product. (1) Given the product [CH3:22][N:18]1[C:19]2[C:14](=[CH:13][C:12]([C:7]3[C:6]4[CH2:5][CH2:4][CH2:3][CH:2]([NH:1][C:24](=[O:27])[CH2:25][CH3:26])[C:11]=4[CH:10]=[N:9][CH:8]=3)=[CH:21][CH:20]=2)[CH2:15][CH2:16][C:17]1=[O:23], predict the reactants needed to synthesize it. The reactants are: [NH2:1][CH:2]1[C:11]2[CH:10]=[N:9][CH:8]=[C:7]([C:12]3[CH:13]=[C:14]4[C:19](=[CH:20][CH:21]=3)[N:18]([CH3:22])[C:17](=[O:23])[CH2:16][CH2:15]4)[C:6]=2[CH2:5][CH2:4][CH2:3]1.[C:24](O)(=[O:27])[CH2:25][CH3:26].CCN=C=NCCCN(C)C.OP([O-])(O)=O.[K+]. (2) Given the product [CH3:16][N:13]1[CH:14]=[CH:15][C:11]([C:9]2[N:8]([C:17]3[CH:18]=[N:19][CH:20]=[CH:21][CH:22]=3)[N:7]=[C:6]([C:4]([OH:5])=[O:3])[CH:10]=2)=[CH:12]1, predict the reactants needed to synthesize it. The reactants are: C([O:3][C:4]([C:6]1[CH:10]=[C:9]([C:11]2[CH:15]=[CH:14][N:13]([CH3:16])[CH:12]=2)[N:8]([C:17]2[CH:18]=[N:19][CH:20]=[CH:21][CH:22]=2)[N:7]=1)=[O:5])C.[OH-].[Na+]. (3) Given the product [CH2:13]([O:15][C:2]1[C:7]([C:8]([NH:10][CH3:11])=[O:9])=[CH:6][N:5]=[C:4]([CH3:12])[CH:3]=1)[CH3:14], predict the reactants needed to synthesize it. The reactants are: Cl[C:2]1[C:7]([C:8]([NH:10][CH3:11])=[O:9])=[CH:6][N:5]=[C:4]([CH3:12])[CH:3]=1.[CH2:13]([OH:15])[CH3:14].[O-]CC.[Na+]. (4) Given the product [CH2:1]([C:5]1[N:10]([CH2:14][C:15]2[CH:20]=[CH:19][C:18]([C:21]3[C:22]([C:27]#[N:28])=[CH:23][CH:24]=[CH:25][CH:26]=3)=[CH:17][C:16]=2[F:29])[C:9](=[O:11])[CH:8]=[C:7]([CH3:12])[N:6]=1)[CH2:2][CH2:3][CH3:4], predict the reactants needed to synthesize it. The reactants are: [CH2:1]([C:5]1[NH:10][C:9](=[O:11])[CH:8]=[C:7]([CH3:12])[N:6]=1)[CH2:2][CH2:3][CH3:4].Br[CH2:14][C:15]1[CH:20]=[CH:19][C:18]([C:21]2[C:22]([C:27]#[N:28])=[CH:23][CH:24]=[CH:25][CH:26]=2)=[CH:17][C:16]=1[F:29].C(=O)([O-])[O-].[K+].[K+]. (5) Given the product [CH:1]1([C:4]#[C:5][CH2:6][NH:7][C:8](=[O:40])[C:9]2[CH:14]=[CH:13][CH:12]=[CH:11][C:10]=2[NH:15][C:16]2[CH:24]=[C:23]3[C:19]([C:20]([CH:33]=[N:34][N:35]4[CH:39]=[CH:38][CH:37]=[CH:36]4)=[N:21][NH:22]3)=[CH:18][CH:17]=2)[CH2:2][CH2:3]1, predict the reactants needed to synthesize it. The reactants are: [CH:1]1([C:4]#[C:5][CH2:6][NH:7][C:8](=[O:40])[C:9]2[CH:14]=[CH:13][CH:12]=[CH:11][C:10]=2[NH:15][C:16]2[CH:24]=[C:23]3[C:19]([C:20]([CH:33]=[N:34][N:35]4[CH:39]=[CH:38][CH:37]=[CH:36]4)=[N:21][N:22]3COCC[Si](C)(C)C)=[CH:18][CH:17]=2)[CH2:3][CH2:2]1.C1(N)C=CC=C(N)C=1. (6) The reactants are: Br[C:2]1[CH:3]=[C:4]2[C:9](=[CH:10][CH:11]=1)[N:8]=[CH:7][C:6]([C:12]([CH:14]1[CH2:16][CH2:15]1)=[O:13])=[C:5]2[Cl:17].C([O-])([O-])=O.[Cs+].[Cs+].[Cl:24][C:25]1[CH:30]=[C:29](B2OC(C)(C)C(C)(C)O2)[CH:28]=[C:27]([O:40][CH3:41])[C:26]=1[OH:42]. Given the product [Cl:17][C:5]1[C:4]2[C:9](=[CH:10][CH:11]=[C:2]([C:29]3[CH:28]=[C:27]([O:40][CH3:41])[C:26]([OH:42])=[C:25]([Cl:24])[CH:30]=3)[CH:3]=2)[N:8]=[CH:7][C:6]=1[C:12]([CH:14]1[CH2:16][CH2:15]1)=[O:13], predict the reactants needed to synthesize it. (7) Given the product [CH3:13][N:14]([C:15]1[CH:20]=[CH:19][CH:18]=[CH:17][CH:16]=1)[S:9]([C:6]1[N:7]=[N:8][C:3]([O:2][CH3:1])=[CH:4][CH:5]=1)(=[O:11])=[O:10], predict the reactants needed to synthesize it. The reactants are: [CH3:1][O:2][C:3]1[N:8]=[N:7][C:6]([S:9](F)(=[O:11])=[O:10])=[CH:5][CH:4]=1.[CH3:13][NH:14][C:15]1[CH:20]=[CH:19][CH:18]=[CH:17][CH:16]=1.